Dataset: Full USPTO retrosynthesis dataset with 1.9M reactions from patents (1976-2016). Task: Predict the reactants needed to synthesize the given product. The reactants are: C([O:5][C:6]([CH:8]([N:16]1[C:20]2[CH:21]=[C:22]([Cl:25])[CH:23]=[CH:24][C:19]=2[N:18](C(OC(C)(C)C)=O)[C:17]1=[O:33])[CH2:9][C:10]1[CH:15]=[CH:14][CH:13]=[CH:12][CH:11]=1)=[O:7])(C)(C)C.FC(F)(F)C(O)=O. Given the product [Cl:25][C:22]1[CH:23]=[CH:24][C:19]2[NH:18][C:17](=[O:33])[N:16]([CH:8]([CH2:9][C:10]3[CH:11]=[CH:12][CH:13]=[CH:14][CH:15]=3)[C:6]([OH:7])=[O:5])[C:20]=2[CH:21]=1, predict the reactants needed to synthesize it.